This data is from Experimentally validated miRNA-target interactions with 360,000+ pairs, plus equal number of negative samples. The task is: Binary Classification. Given a miRNA mature sequence and a target amino acid sequence, predict their likelihood of interaction. (1) The miRNA is hsa-miR-6499-3p with sequence AGCAGUGUUUGUUUUGCCCACA. The protein sequence of the target gene is MHYYRYSNAKVSCWYKYLLFSYNIIFWLAGVVFLGVGLWAWSEKGVLSDLTKVTRMHGIDPVVLVLMVGVVMFTLGFAGCVGALRENICLLNFFCGTIVLIFFLELAVAVLAFLFQDWVRDRFREFFESNIKSYRDDIDLQNLIDSLQKANQCCGAYGPEDWDLNVYFNCSGASYSREKCGVPFSCCVPDPAQKVVNTQCGYDVRIQLKSKWDESIFTKGCIQALESWLPRNIYIVAGVFIAISLLQIFGIFLARTLISDIEAVKAGHHF. Result: 1 (interaction). (2) The miRNA is rno-miR-23a-3p with sequence AUCACAUUGCCAGGGAUUUCC. The protein sequence of the target gene is MGGLTASDVHPTLGVQLFSAGIAACLADVITFPLDTAKVRLQVQGECPTSSVIRYKGVLGTITAVVKTEGRMKLYSGLPAGLQRQISSASLRIGLYDTVQEFLTAGKETAPSLGSKILAGLTTGGVAVFIGQPTEVVKVRLQAQSHLHGIKPRYTGTYNAYRIIATTEGLTGLWKGTTPNLMRSVIINCTELVTYDLMKEAFVKNNILADDVPCHLVSALIAGFCATAMSSPVDVVKTRFINSPPGQYKSVPNCAMKVFTNEGPTAFFKGLVPSFLRLGSWNVIMFVCFEQLKRELSKSR.... Result: 0 (no interaction).